Dataset: Peptide-MHC class I binding affinity with 185,985 pairs from IEDB/IMGT. Task: Regression. Given a peptide amino acid sequence and an MHC pseudo amino acid sequence, predict their binding affinity value. This is MHC class I binding data. The peptide sequence is SAEVVTLWY. The MHC is HLA-A23:01 with pseudo-sequence HLA-A23:01. The binding affinity (normalized) is 0.0847.